From a dataset of Full USPTO retrosynthesis dataset with 1.9M reactions from patents (1976-2016). Predict the reactants needed to synthesize the given product. Given the product [CH2:27]([N:26]1[CH2:34][C@H:13]2[C:12](=[O:15])[N:11]([C:16]([O:18][C:19]([CH3:22])([CH3:21])[CH3:20])=[O:17])[C@H:10]([CH2:9][O:8][Si:1]([C:4]([CH3:7])([CH3:6])[CH3:5])([CH3:3])[CH3:2])[C@H:14]2[CH2:25]1)[C:28]1[CH:33]=[CH:32][CH:31]=[CH:30][CH:29]=1, predict the reactants needed to synthesize it. The reactants are: [Si:1]([O:8][CH2:9][C@@H:10]1[CH:14]=[CH:13][C:12](=[O:15])[N:11]1[C:16]([O:18][C:19]([CH3:22])([CH3:21])[CH3:20])=[O:17])([C:4]([CH3:7])([CH3:6])[CH3:5])([CH3:3])[CH3:2].CO[CH2:25][N:26]([CH2:34][Si](C)(C)C)[CH2:27][C:28]1[CH:33]=[CH:32][CH:31]=[CH:30][CH:29]=1.C(O)(C(F)(F)F)=O.C(N(CC)CC)C.